Task: Predict the reactants needed to synthesize the given product.. Dataset: Full USPTO retrosynthesis dataset with 1.9M reactions from patents (1976-2016) (1) The reactants are: CC1C=CC(S(O[CH2:12][C@@H:13]2[O:18][C:17]3[CH:19]=[C:20]([S:23]([CH3:26])(=[O:25])=[O:24])[CH:21]=[CH:22][C:16]=3[O:15][CH2:14]2)(=O)=O)=CC=1.[CH2:27]([NH2:30])[CH2:28][CH3:29]. Given the product [CH3:26][S:23]([C:20]1[CH:21]=[CH:22][C:16]2[O:15][CH2:14][C@H:13]([CH2:12][NH:30][CH2:27][CH2:28][CH3:29])[O:18][C:17]=2[CH:19]=1)(=[O:24])=[O:25], predict the reactants needed to synthesize it. (2) Given the product [NH2:8][C:7]1[C:2]([F:1])=[CH:3][CH:4]=[CH:5][C:6]=1[C:11]([NH:18][C:17]1[CH:19]=[CH:20][CH:21]=[C:15]([Br:14])[C:16]=1[CH3:22])=[O:10], predict the reactants needed to synthesize it. The reactants are: [F:1][C:2]1[C:7]2[NH:8]C(=O)[O:10][C:11](=O)[C:6]=2[CH:5]=[CH:4][CH:3]=1.[Br:14][C:15]1[C:16]([CH3:22])=[C:17]([CH:19]=[CH:20][CH:21]=1)[NH2:18]. (3) Given the product [CH2:33]([N:7]([CH2:8][C:9]1[CH:10]=[N:11][CH:12]=[C:13]([C:16]2[CH:17]=[C:18]3[C:22](=[CH:23][CH:24]=2)[N:21]([CH:25]2[CH2:30][CH2:29][CH2:28][CH2:27][O:26]2)[N:20]=[C:19]3[C:31]2[O:32][CH:48]=[N:47][CH:46]=2)[C:14]=1[CH3:15])[C:6](=[O:35])[O:5][C:1]([CH3:3])([CH3:4])[CH3:2])[CH3:34], predict the reactants needed to synthesize it. The reactants are: [C:1]([O:5][C:6](=[O:35])[N:7]([CH2:33][CH3:34])[CH2:8][C:9]1[CH:10]=[N:11][CH:12]=[C:13]([C:16]2[CH:17]=[C:18]3[C:22](=[CH:23][CH:24]=2)[N:21]([CH:25]2[CH2:30][CH2:29][CH2:28][CH2:27][O:26]2)[N:20]=[C:19]3[CH:31]=[O:32])[C:14]=1[CH3:15])([CH3:4])([CH3:3])[CH3:2].S([CH2:46][N+:47]#[C-:48])(C1C=CC(C)=CC=1)(=O)=O.C([O-])([O-])=O.[K+].[K+]. (4) Given the product [Cl:18][C:11]1[N:10]=[CH:9][C:8]([C:6]([O:5][CH2:3][CH3:4])=[O:7])=[C:13]([NH:21][CH3:19])[C:12]=1[N+:15]([O-:17])=[O:16], predict the reactants needed to synthesize it. The reactants are: CN.[CH2:3]([O:5][C:6]([C:8]1[CH:9]=[N:10][C:11]([Cl:18])=[C:12]([N+:15]([O-:17])=[O:16])[C:13]=1Cl)=[O:7])[CH3:4].[CH2:19]([N:21](CC)CC)C.